From a dataset of Catalyst prediction with 721,799 reactions and 888 catalyst types from USPTO. Predict which catalyst facilitates the given reaction. The catalyst class is: 4. Product: [C:1]([O:5][C:6](=[O:27])[C:7]([S:10][C:11]1[CH:16]=[CH:15][CH:14]=[C:13]([CH2:17][CH2:18][N:19]([CH2:20][CH2:21][CH2:22][CH2:23][CH2:24][CH2:25][CH3:26])[C:37]([NH:36][C:30]2[CH:31]=[CH:32][C:33]([F:35])=[CH:34][C:29]=2[F:28])=[O:38])[CH:12]=1)([CH3:9])[CH3:8])([CH3:4])([CH3:3])[CH3:2]. Reactant: [C:1]([O:5][C:6](=[O:27])[C:7]([S:10][C:11]1[CH:16]=[CH:15][CH:14]=[C:13]([CH2:17][CH2:18][NH:19][CH2:20][CH2:21][CH2:22][CH2:23][CH2:24][CH2:25][CH3:26])[CH:12]=1)([CH3:9])[CH3:8])([CH3:4])([CH3:3])[CH3:2].[F:28][C:29]1[CH:34]=[C:33]([F:35])[CH:32]=[CH:31][C:30]=1[N:36]=[C:37]=[O:38].